Dataset: Forward reaction prediction with 1.9M reactions from USPTO patents (1976-2016). Task: Predict the product of the given reaction. (1) Given the reactants C(=O)([O-])[O-].[Cs+].[Cs+].FC(F)(F)S(O[C:13]1[CH:14]=[CH:15][C:16]2[O:20][C:19]([C:21]3[CH:26]=[CH:25][C:24]([F:27])=[CH:23][CH:22]=3)=[C:18]([C:28](=[O:31])[NH:29][CH3:30])[C:17]=2[CH:32]=1)(=O)=O.[NH:35]1[C:43]2[C:38](=[C:39](B(O)O)[CH:40]=[CH:41][CH:42]=2)[CH:37]=[CH:36]1.O1CCOCC1, predict the reaction product. The product is: [F:27][C:24]1[CH:23]=[CH:22][C:21]([C:19]2[O:20][C:16]3[CH:15]=[CH:14][C:13]([C:39]4[CH:40]=[CH:41][CH:42]=[C:43]5[C:38]=4[CH:37]=[CH:36][NH:35]5)=[CH:32][C:17]=3[C:18]=2[C:28]([NH:29][CH3:30])=[O:31])=[CH:26][CH:25]=1. (2) Given the reactants Cl[CH2:2][C:3]([NH:5][C@H:6]([C:16]1[C:21]([C:22]2[CH:23]=[CH:24][C:25]([F:31])=[C:26]([CH:30]=2)[C:27]([NH2:29])=[O:28])=[CH:20][CH:19]=[CH:18][N:17]=1)[CH2:7][C:8]1[CH:13]=[C:12]([F:14])[CH:11]=[C:10]([F:15])[CH:9]=1)=[O:4].[Cl:32][C:33]1[C:42]([Cl:43])=[CH:41][C:36]2[NH:37][C:38](=[O:40])[NH:39][C:35]=2[CH:34]=1, predict the reaction product. The product is: [Cl:43][C:42]1[C:33]([Cl:32])=[CH:34][C:35]2[N:39]([CH2:2][C:3]([NH:5][C@H:6]([C:16]3[C:21]([C:22]4[CH:23]=[CH:24][C:25]([F:31])=[C:26]([CH:30]=4)[C:27]([NH2:29])=[O:28])=[CH:20][CH:19]=[CH:18][N:17]=3)[CH2:7][C:8]3[CH:13]=[C:12]([F:14])[CH:11]=[C:10]([F:15])[CH:9]=3)=[O:4])[C:38](=[O:40])[NH:37][C:36]=2[CH:41]=1.